This data is from NCI-60 drug combinations with 297,098 pairs across 59 cell lines. The task is: Regression. Given two drug SMILES strings and cell line genomic features, predict the synergy score measuring deviation from expected non-interaction effect. (1) Drug 1: CN1C(=O)N2C=NC(=C2N=N1)C(=O)N. Drug 2: CNC(=O)C1=NC=CC(=C1)OC2=CC=C(C=C2)NC(=O)NC3=CC(=C(C=C3)Cl)C(F)(F)F. Cell line: NCI/ADR-RES. Synergy scores: CSS=-4.15, Synergy_ZIP=0.781, Synergy_Bliss=-2.72, Synergy_Loewe=-0.165, Synergy_HSA=-4.79. (2) Drug 1: CC1C(C(CC(O1)OC2CC(CC3=C2C(=C4C(=C3O)C(=O)C5=C(C4=O)C(=CC=C5)OC)O)(C(=O)CO)O)N)O.Cl. Drug 2: CCC1(CC2CC(C3=C(CCN(C2)C1)C4=CC=CC=C4N3)(C5=C(C=C6C(=C5)C78CCN9C7C(C=CC9)(C(C(C8N6C)(C(=O)OC)O)OC(=O)C)CC)OC)C(=O)OC)O.OS(=O)(=O)O. Cell line: M14. Synergy scores: CSS=23.5, Synergy_ZIP=-5.26, Synergy_Bliss=1.53, Synergy_Loewe=-2.61, Synergy_HSA=-2.66. (3) Drug 1: CC1=CC=C(C=C1)C2=CC(=NN2C3=CC=C(C=C3)S(=O)(=O)N)C(F)(F)F. Drug 2: CC1=C(N=C(N=C1N)C(CC(=O)N)NCC(C(=O)N)N)C(=O)NC(C(C2=CN=CN2)OC3C(C(C(C(O3)CO)O)O)OC4C(C(C(C(O4)CO)O)OC(=O)N)O)C(=O)NC(C)C(C(C)C(=O)NC(C(C)O)C(=O)NCCC5=NC(=CS5)C6=NC(=CS6)C(=O)NCCC[S+](C)C)O. Cell line: HCC-2998. Synergy scores: CSS=20.6, Synergy_ZIP=-8.15, Synergy_Bliss=-8.15, Synergy_Loewe=-14.7, Synergy_HSA=-2.72. (4) Drug 1: CN1CCC(CC1)COC2=C(C=C3C(=C2)N=CN=C3NC4=C(C=C(C=C4)Br)F)OC. Drug 2: CNC(=O)C1=CC=CC=C1SC2=CC3=C(C=C2)C(=NN3)C=CC4=CC=CC=N4. Cell line: NCI-H522. Synergy scores: CSS=20.4, Synergy_ZIP=-1.60, Synergy_Bliss=5.72, Synergy_Loewe=3.75, Synergy_HSA=6.42. (5) Drug 1: C1=CC(=CC=C1CC(C(=O)O)N)N(CCCl)CCCl.Cl. Drug 2: C(CN)CNCCSP(=O)(O)O. Cell line: HL-60(TB). Synergy scores: CSS=55.5, Synergy_ZIP=1.19, Synergy_Bliss=2.42, Synergy_Loewe=-19.5, Synergy_HSA=2.45.